This data is from Catalyst prediction with 721,799 reactions and 888 catalyst types from USPTO. The task is: Predict which catalyst facilitates the given reaction. (1) Reactant: CCN(CC)CC.[CH2:8]([O:10][CH:11]=[C:12]([C:19](=[O:21])[CH3:20])[CH2:13][C:14]([O:16][CH2:17][CH3:18])=[O:15])[CH3:9].[CH3:22][Si:23](Cl)([CH3:25])[CH3:24]. Product: [CH2:8]([O:10][CH:11]=[C:12]([C:19]([O:21][Si:23]([CH3:25])([CH3:24])[CH3:22])=[CH2:20])[CH2:13][C:14]([O:16][CH2:17][CH3:18])=[O:15])[CH3:9]. The catalyst class is: 11. (2) Reactant: [F:1][C:2]1[CH:7]=[C:6]([O:8][C:9]2[CH:14]=[CH:13][N:12]=[C:11]([CH3:15])[C:10]=2[CH3:16])[CH:5]=[CH:4][C:3]=1B(O)O.C([O-])(O)=O.[Na+].Br[C:26]1[CH:31]=[CH:30][N:29]([CH2:32][CH:33]2[CH2:35][CH2:34]2)[C:28](=[O:36])[C:27]=1[C:37]#[N:38]. Product: [CH:33]1([CH2:32][N:29]2[CH:30]=[CH:31][C:26]([C:3]3[CH:4]=[CH:5][C:6]([O:8][C:9]4[CH:14]=[CH:13][N:12]=[C:11]([CH3:15])[C:10]=4[CH3:16])=[CH:7][C:2]=3[F:1])=[C:27]([C:37]#[N:38])[C:28]2=[O:36])[CH2:34][CH2:35]1. The catalyst class is: 77.